Dataset: Catalyst prediction with 721,799 reactions and 888 catalyst types from USPTO. Task: Predict which catalyst facilitates the given reaction. (1) Reactant: [Li]CCCC.[N:6]1([C:11]2[CH:31]=[CH:30][C:14]([CH2:15][C:16]3[C:17]([O:28][CH3:29])=[N:18][C:19]4[C:24]([C:25]=3[Cl:26])=[CH:23][C:22](Br)=[CH:21][CH:20]=4)=[CH:13][CH:12]=2)[CH:10]=[CH:9][CH:8]=[N:7]1.[CH3:32][O:33][C:34]1[CH:35]=[C:36]([C:42]([C:44]2[CH:45]=[N:46][CH:47]=[CH:48][CH:49]=2)=[O:43])[CH:37]=[CH:38][C:39]=1[O:40][CH3:41]. Product: [N:6]1([C:11]2[CH:31]=[CH:30][C:14]([CH2:15][C:16]3[C:17]([O:28][CH3:29])=[N:18][C:19]4[C:24]([C:25]=3[Cl:26])=[CH:23][C:22]([C:42]([C:36]3[CH:37]=[CH:38][C:39]([O:40][CH3:41])=[C:34]([O:33][CH3:32])[CH:35]=3)([C:44]3[CH:45]=[N:46][CH:47]=[CH:48][CH:49]=3)[OH:43])=[CH:21][CH:20]=4)=[CH:13][CH:12]=2)[CH:10]=[CH:9][CH:8]=[N:7]1. The catalyst class is: 1. (2) Product: [F:40][C:37]1[CH:36]=[CH:35][C:34]([C:32]([N:29]2[CH2:28][CH2:27][C:26]([CH2:25][N:24]3[C:11](=[O:13])[C:10]4[NH:9][N:8]=[C:7]([C:16]5[CH:17]=[CH:18][C:19]([O:22][CH3:23])=[CH:20][CH:21]=5)[C:6]=4[N:5]=[CH:4]3)([OH:41])[CH2:31][CH2:30]2)=[O:33])=[CH:39][CH:38]=1. The catalyst class is: 8. Reactant: C(O[CH:4]=[N:5][C:6]1[C:7]([C:16]2[CH:21]=[CH:20][C:19]([O:22][CH3:23])=[CH:18][CH:17]=2)=[N:8][NH:9][C:10]=1[C:11]([O:13]CC)=O)C.[NH2:24][CH2:25][C:26]1([OH:41])[CH2:31][CH2:30][N:29]([C:32]([C:34]2[CH:39]=[CH:38][C:37]([F:40])=[CH:36][CH:35]=2)=[O:33])[CH2:28][CH2:27]1. (3) Reactant: [Cl:1][C:2]1[CH:7]=[CH:6][C:5]([N:8]2[C:16]([NH:17][CH:18]3[CH2:23][CH2:22][CH2:21][CH2:20][CH2:19]3)=[C:15]3[C:10]([CH:11]=[C:12]([F:25])[C:13]([F:24])=[CH:14]3)=[N:9]2)=[CH:4][CH:3]=1.[CH3:26][O:27][C:28](=[O:39])[C:29]1[CH:34]=[CH:33][C:32]([N:35]=[C:36]=[O:37])=[C:31]([Cl:38])[CH:30]=1.CCN(CC)CC. Product: [CH3:26][O:27][C:28](=[O:39])[C:29]1[CH:34]=[CH:33][C:32]([NH:35][C:36]([N:17]([C:16]2[N:8]([C:5]3[CH:4]=[CH:3][C:2]([Cl:1])=[CH:7][CH:6]=3)[N:9]=[C:10]3[C:15]=2[CH:14]=[C:13]([F:24])[C:12]([F:25])=[CH:11]3)[CH:18]2[CH2:23][CH2:22][CH2:21][CH2:20][CH2:19]2)=[O:37])=[C:31]([Cl:38])[CH:30]=1. The catalyst class is: 26. (4) Reactant: C[Al](C)C.[CH2:5]([NH:7][C:8]1[CH:13]=[CH:12][CH:11]=[CH:10][CH:9]=1)[CH3:6].[CH2:14]([N:21]1[C:34](=[O:35])[C:25]2[N:26]([CH3:33])[C:27]3[CH:28]=[CH:29][CH:30]=[CH:31][C:32]=3[C:24]=2[C:23]([C:36]([O:38]CC)=O)=[N:22]1)[C:15]1[CH:20]=[CH:19][CH:18]=[CH:17][CH:16]=1. Product: [CH2:14]([N:21]1[C:34](=[O:35])[C:25]2[N:26]([CH3:33])[C:27]3[CH:28]=[CH:29][CH:30]=[CH:31][C:32]=3[C:24]=2[C:23]([C:36]([N:7]([CH2:5][CH3:6])[C:8]2[CH:13]=[CH:12][CH:11]=[CH:10][CH:9]=2)=[O:38])=[N:22]1)[C:15]1[CH:16]=[CH:17][CH:18]=[CH:19][CH:20]=1. The catalyst class is: 11. (5) Reactant: [C:1]([C:4]1[CH:5]=[C:6]([C:10]2[C:11]([C@@H:16]([NH:26]C(=O)OC(C)(C)C)[CH2:17][C:18]3[CH:23]=[C:22]([F:24])[CH:21]=[C:20]([F:25])[CH:19]=3)=[N:12][CH:13]=[CH:14][CH:15]=2)[CH:7]=[CH:8][CH:9]=1)(=[O:3])[NH2:2].[F:34][C:35]([F:40])([F:39])[C:36]([OH:38])=[O:37]. Product: [F:34][C:35]([F:40])([F:39])[C:36]([OH:38])=[O:37].[NH2:26][C@H:16]([C:11]1[C:10]([C:6]2[CH:5]=[C:4]([CH:9]=[CH:8][CH:7]=2)[C:1]([NH2:2])=[O:3])=[CH:15][CH:14]=[CH:13][N:12]=1)[CH2:17][C:18]1[CH:19]=[C:20]([F:25])[CH:21]=[C:22]([F:24])[CH:23]=1. The catalyst class is: 2.